From a dataset of Reaction yield outcomes from USPTO patents with 853,638 reactions. Predict the reaction yield, written as a fraction of the theoretical maximum amount of product (1.0 means a 100% yield; for example, 0.34 means a 34% yield). The reactants are [CH3:1][N:2]([C:6]1[CH:11]=[CH:10][CH:9]=[CH:8][CH:7]=1)[C:3](Cl)=[O:4].[OH:12][C:13]1[N:18]=[CH:17][C:16]([N:19]2[C:24](=[O:25])[CH2:23][CH2:22][CH2:21][C:20]2=[O:26])=[CH:15][CH:14]=1.N12CCN(CC1)CC2. The catalyst is O1CCCC1. The product is [O:26]=[C:20]1[CH2:21][CH2:22][CH2:23][C:24](=[O:25])[N:19]1[C:16]1[CH:17]=[N:18][C:13]([O:12][C:3](=[O:4])[N:2]([CH3:1])[C:6]2[CH:11]=[CH:10][CH:9]=[CH:8][CH:7]=2)=[CH:14][CH:15]=1. The yield is 0.770.